From a dataset of Forward reaction prediction with 1.9M reactions from USPTO patents (1976-2016). Predict the product of the given reaction. (1) Given the reactants [CH2:1]([N:8]([CH2:13]/[CH:14]=[CH:15]/[C:16]1[CH:21]=[C:20]([F:22])[CH:19]=[C:18]([F:23])[CH:17]=1)[CH2:9][CH2:10][C:11]#[N:12])[C:2]1[CH:7]=[CH:6][CH:5]=[CH:4][CH:3]=1.[H-].[Na+].C([O-])(O)=O.[Na+], predict the reaction product. The product is: [CH2:1]([N:8]1[CH2:13][CH:14]([CH2:15][C:16]2[CH:17]=[C:18]([F:23])[CH:19]=[C:20]([F:22])[CH:21]=2)[CH:10]([C:11]#[N:12])[CH2:9]1)[C:2]1[CH:3]=[CH:4][CH:5]=[CH:6][CH:7]=1. (2) The product is: [CH3:14][NH:15][C:2]1[N:10]=[CH:9][N:8]=[C:7]2[C:3]=1[N:4]=[CH:5][NH:6]2. Given the reactants Cl[C:2]1[N:10]=[CH:9][N:8]=[C:7]2[C:3]=1[NH:4][CH:5]=[N:6]2.C(O)C.[CH3:14][NH2:15], predict the reaction product. (3) Given the reactants [Cl-].[CH3:2][O:3]C[P+](C1C=CC=CC=1)(C1C=CC=CC=1)C1C=CC=CC=1.C[Si]([N-][Si](C)(C)C)(C)C.[K+].[CH3:34][O:35][C:36]12[CH2:42][C:39]([CH:43]=O)([CH2:40][CH2:41]1)[CH2:38][CH2:37]2.Cl, predict the reaction product. The product is: [CH3:34][O:35][C:36]12[CH2:42][C:39]([CH2:43][CH:2]=[O:3])([CH2:38][CH2:37]1)[CH2:40][CH2:41]2. (4) Given the reactants [NH2:1][C@@H:2]1[CH2:7][CH2:6][CH2:5][N:4]([C:8]2[CH:16]=[CH:15][C:11]([C:12]([NH2:14])=[O:13])=[C:10]([NH:17][C:18]3[CH:23]=[CH:22][C:21]([C:24]([N:26]4[CH2:31][CH2:30][O:29][CH2:28][CH2:27]4)=[O:25])=[CH:20][CH:19]=3)[N:9]=2)[CH2:3]1.CCN(CC)CC.[C:39]1([S:45](Cl)(=[O:47])=[O:46])[CH:44]=[CH:43][CH:42]=[CH:41][CH:40]=1, predict the reaction product. The product is: [N:26]1([C:24]([C:21]2[CH:20]=[CH:19][C:18]([NH:17][C:10]3[N:9]=[C:8]([N:4]4[CH2:5][CH2:6][CH2:7][C@@H:2]([NH:1][S:45]([C:39]5[CH:44]=[CH:43][CH:42]=[CH:41][CH:40]=5)(=[O:47])=[O:46])[CH2:3]4)[CH:16]=[CH:15][C:11]=3[C:12]([NH2:14])=[O:13])=[CH:23][CH:22]=2)=[O:25])[CH2:31][CH2:30][O:29][CH2:28][CH2:27]1. (5) Given the reactants OC[C@@H](N)CC(C)C.COC(=O)[C@H](CC(C)C)N.OCCN.[CH3:23][CH:24]([CH3:34])[CH2:25][C@H:26]([NH:29][CH2:30][CH:31]([CH3:33])[CH3:32])[CH2:27]O.[Cl-].C([NH3+])C(C)C.[N+:41]([C:44]1[CH:49]=[CH:48][C:47]([N:50]=[C:51]=[S:52])=[CH:46][CH:45]=1)([O-:43])=[O:42], predict the reaction product. The product is: [N+:41]([C:44]1[CH:45]=[CH:46][C:47]([N:50]=[C:51]2[N:29]([CH2:30][CH:31]([CH3:33])[CH3:32])[C@@H:26]([CH2:25][CH:24]([CH3:34])[CH3:23])[CH2:27][S:52]2)=[CH:48][CH:49]=1)([O-:43])=[O:42].